Dataset: Peptide-MHC class II binding affinity with 134,281 pairs from IEDB. Task: Regression. Given a peptide amino acid sequence and an MHC pseudo amino acid sequence, predict their binding affinity value. This is MHC class II binding data. (1) The peptide sequence is TSLFQHMLDLRAGKS. The MHC is DRB3_0101 with pseudo-sequence DRB3_0101. The binding affinity (normalized) is 0.153. (2) The peptide sequence is MAFLRSVSCLAAAVF. The MHC is HLA-DPA10103-DPB10301 with pseudo-sequence HLA-DPA10103-DPB10301. The binding affinity (normalized) is 0.737.